This data is from Full USPTO retrosynthesis dataset with 1.9M reactions from patents (1976-2016). The task is: Predict the reactants needed to synthesize the given product. (1) Given the product [Cl:7][C:8]1[C:16]2[CH:15]=[C:14]([C:17]([N:22]([O:23][CH3:24])[CH3:21])=[O:19])[S:13][C:12]=2[CH:11]=[CH:10][CH:9]=1, predict the reactants needed to synthesize it. The reactants are: C(Cl)(=O)C(Cl)=O.[Cl:7][C:8]1[C:16]2[CH:15]=[C:14]([C:17]([OH:19])=O)[S:13][C:12]=2[CH:11]=[CH:10][CH:9]=1.Cl.[CH3:21][NH:22][O:23][CH3:24].C(N(CC)CC)C. (2) Given the product [P:45]([O:27][CH2:26][CH2:25][CH2:24][CH2:23][NH:22][C:21]1[N:16]2[N:15]=[C:14]([C:28]3[CH:29]=[CH:30][C:31]([O:34][CH3:35])=[CH:32][CH:33]=3)[C:13]([C:11]3[CH:10]=[CH:9][N:8]=[C:7]([NH:6][CH:1]4[CH2:2][CH2:3][CH2:4][CH2:5]4)[N:12]=3)=[C:17]2[CH:18]=[CH:19][CH:20]=1)([O:46][CH2:47][C:48]1[CH:53]=[CH:52][CH:51]=[CH:50][CH:49]=1)([O:54][CH2:55][C:56]1[CH:61]=[CH:60][CH:59]=[CH:58][CH:57]=1)=[O:62], predict the reactants needed to synthesize it. The reactants are: [CH:1]1([NH:6][C:7]2[N:12]=[C:11]([C:13]3[C:14]([C:28]4[CH:33]=[CH:32][C:31]([O:34][CH3:35])=[CH:30][CH:29]=4)=[N:15][N:16]4[C:21]([NH:22][CH2:23][CH2:24][CH2:25][CH2:26][OH:27])=[CH:20][CH:19]=[CH:18][C:17]=34)[CH:10]=[CH:9][N:8]=2)[CH2:5][CH2:4][CH2:3][CH2:2]1.N1C=NN=N1.C(N(C(C)C)[P:45](=[O:62])([O:54][CH2:55][C:56]1[CH:61]=[CH:60][CH:59]=[CH:58][CH:57]=1)[O:46][CH2:47][C:48]1[CH:53]=[CH:52][CH:51]=[CH:50][CH:49]=1)(C)C.C(O)(=O)C.C(O)(=O)C.IC1C=CC=CC=1.S([O-])([O-])(=O)=S.[Na+].[Na+].C(=O)(O)[O-].[Na+]. (3) Given the product [F:22][C:23]1[CH:24]=[C:25]([CH:37]=[CH:38][C:39]=1[F:40])[CH2:26][O:27][CH2:28][CH2:29][CH2:30][CH2:31][CH2:32][CH2:33][CH2:34][C:35]([OH:2])=[O:36], predict the reactants needed to synthesize it. The reactants are: [Cr](O[Cr]([O-])(=O)=O)([O-])(=O)=[O:2].[NH+]1C=CC=CC=1.[NH+]1C=CC=CC=1.[F:22][C:23]1[CH:24]=[C:25]([CH:37]=[CH:38][C:39]=1[F:40])[CH2:26][O:27][CH2:28][CH2:29][CH2:30][CH2:31][CH2:32][CH2:33][CH2:34][CH2:35][OH:36].